Dataset: CYP2C9 inhibition data for predicting drug metabolism from PubChem BioAssay. Task: Regression/Classification. Given a drug SMILES string, predict its absorption, distribution, metabolism, or excretion properties. Task type varies by dataset: regression for continuous measurements (e.g., permeability, clearance, half-life) or binary classification for categorical outcomes (e.g., BBB penetration, CYP inhibition). Dataset: cyp2c9_veith. (1) The drug is CC(Cc1ccccc1)N/C=C1\CC(=O)NC1=O. The result is 0 (non-inhibitor). (2) The result is 0 (non-inhibitor). The compound is CN1CCN(c2ncc3nc(-c4ccccc4)c(=O)n(CCC#N)c3n2)CC1. (3) The compound is CC[C@H](c1ccc(O)cc1)[C@@H](CC)c1ccc(O)cc1. The result is 1 (inhibitor). (4) The drug is COCCn1c(=O)c(-c2cccc(F)c2)nc2cncnc21. The result is 0 (non-inhibitor). (5) The compound is COCCOC(=O)C1=C(C)NC(=O)N(C(C)=O)C1c1ccc(Cl)cc1. The result is 1 (inhibitor). (6) The compound is Cc1[nH]n2c(=O)c3c(nc2c1-c1cccc2ccccc12)CCC3. The result is 1 (inhibitor).